The task is: Predict the reactants needed to synthesize the given product.. This data is from Retrosynthesis with 50K atom-mapped reactions and 10 reaction types from USPTO. (1) The reactants are: Cc1ccc(S(=O)(=O)N2C[C@@H]3C[C@@H]3C[C@H]2C=O)cc1.Nc1ccc(C(F)(F)F)cn1. Given the product Cc1ccc(S(=O)(=O)N2C[C@@H]3C[C@@H]3C[C@H]2/C=N/c2ccc(C(F)(F)F)cn2)cc1, predict the reactants needed to synthesize it. (2) The reactants are: BrCc1ccccc1.CCOC(=O)CCNCC(C(=O)OCC)c1ccc(Cl)c(Cl)c1. Given the product CCOC(=O)CCN(Cc1ccccc1)CC(C(=O)OCC)c1ccc(Cl)c(Cl)c1, predict the reactants needed to synthesize it. (3) Given the product CCOC(=O)c1c(S(=O)Cc2nccn2C)nc2cc(OC)c(OC)cc2c1-c1ccc(OC)c(OC)c1, predict the reactants needed to synthesize it. The reactants are: CCOC(=O)c1c(SCc2nccn2C)nc2cc(OC)c(OC)cc2c1-c1ccc(OC)c(OC)c1.O=C(OO)c1cccc(Cl)c1. (4) Given the product CCCCOc1cc(C(=O)OC)n(Cc2ccc(C(F)(F)F)cc2Cl)n1, predict the reactants needed to synthesize it. The reactants are: CCCCOc1cc(C(=O)OC)[nH]n1.FC(F)(F)c1ccc(CCl)c(Cl)c1. (5) Given the product O=C(N[C@@H]1CCCc2cc(CO)c([N+](=O)[O-])cc21)C(F)(F)F, predict the reactants needed to synthesize it. The reactants are: CC(=O)OCc1cc2c(cc1[N+](=O)[O-])[C@H](NC(=O)C(F)(F)F)CCC2. (6) Given the product CC(C)(C)OC(=O)N1CCCC[C@H]1C(=O)c1cccc(C(F)(F)F)c1, predict the reactants needed to synthesize it. The reactants are: CON(C)C(=O)[C@@H]1CCCCN1C(=O)OC(C)(C)C.FC(F)(F)c1cccc(Br)c1. (7) The reactants are: Cc1cc([N+](=O)[O-])ccc1Oc1c(C)cccc1C. Given the product Cc1cc(N)ccc1Oc1c(C)cccc1C, predict the reactants needed to synthesize it.